Dataset: Full USPTO retrosynthesis dataset with 1.9M reactions from patents (1976-2016). Task: Predict the reactants needed to synthesize the given product. The reactants are: P(Cl)(Cl)(Cl)=O.[CH2:6]([O:13][C:14]([NH:16][CH:17]1[CH2:22][CH2:21][CH:20]([C@H:23]([NH:34][C:35]([O:37][C:38]([CH3:41])([CH3:40])[CH3:39])=[O:36])[C:24]([N:26]2[CH2:33][CH2:32][CH2:31][C@H:27]2[C:28]([NH2:30])=O)=[O:25])[CH2:19][CH2:18]1)=[O:15])[C:7]1[CH:12]=[CH:11][CH:10]=[CH:9][CH:8]=1.N1C=CN=C1. Given the product [C:38]([O:37][C:35]([NH:34][C@@H:23]([C@H:20]1[CH2:21][CH2:22][C@H:17]([NH:16][C:14](=[O:15])[O:13][CH2:6][C:7]2[CH:12]=[CH:11][CH:10]=[CH:9][CH:8]=2)[CH2:18][CH2:19]1)[C:24]([N:26]1[CH2:33][CH2:32][CH2:31][C@H:27]1[C:28]#[N:30])=[O:25])=[O:36])([CH3:41])([CH3:39])[CH3:40], predict the reactants needed to synthesize it.